Dataset: Full USPTO retrosynthesis dataset with 1.9M reactions from patents (1976-2016). Task: Predict the reactants needed to synthesize the given product. (1) Given the product [C:25]([O:24][C:23]([NH:22][CH:19]1[CH2:20][CH2:21][CH:16]([NH:1][C:2]2[C:3]([CH2:13][CH3:14])=[C:4]([CH:9]=[C:10]([Cl:12])[CH:11]=2)[C:5]([O:7][CH3:8])=[O:6])[CH2:17][CH2:18]1)=[O:29])([CH3:28])([CH3:26])[CH3:27], predict the reactants needed to synthesize it. The reactants are: [NH2:1][C:2]1[C:3]([CH2:13][CH3:14])=[C:4]([CH:9]=[C:10]([Cl:12])[CH:11]=1)[C:5]([O:7][CH3:8])=[O:6].O=[C:16]1[CH2:21][CH2:20][CH:19]([NH:22][C:23](=[O:29])[O:24][C:25]([CH3:28])([CH3:27])[CH3:26])[CH2:18][CH2:17]1.C(O)(=O)C.C(O[BH-](OC(=O)C)OC(=O)C)(=O)C.[Na+].C([O-])(O)=O.[Na+]. (2) Given the product [CH3:26][O:27][C:28]1[CH:33]=[CH:32][CH:31]=[CH:30][C:29]=1[N:34]1[CH2:39][CH2:38][N:37]([C:2]2[S:3][C:4]([C:13]([O:15][CH2:16][CH3:17])=[O:14])=[C:5]([C:7]3[CH:12]=[CH:11][CH:10]=[CH:9][CH:8]=3)[N:6]=2)[CH2:36][CH2:35]1, predict the reactants needed to synthesize it. The reactants are: Cl[C:2]1[S:3][C:4]([C:13]([O:15][CH2:16][CH3:17])=[O:14])=[C:5]([C:7]2[CH:12]=[CH:11][CH:10]=[CH:9][CH:8]=2)[N:6]=1.C(N(CC)CC)C.Cl.[CH3:26][O:27][C:28]1[CH:33]=[CH:32][CH:31]=[CH:30][C:29]=1[N:34]1[CH2:39][CH2:38][NH:37][CH2:36][CH2:35]1. (3) Given the product [NH2:16][CH2:15][C:12]1([CH3:18])[CH2:11][CH2:10][C:9]([N:8]([CH3:25])[CH3:7])([C:19]2[CH:20]=[CH:21][CH:22]=[CH:23][CH:24]=2)[CH2:14][CH2:13]1, predict the reactants needed to synthesize it. The reactants are: [H-].[Al+3].[Li+].[H-].[H-].[H-].[CH3:7][N:8]([CH3:25])[C:9]1([C:19]2[CH:24]=[CH:23][CH:22]=[CH:21][CH:20]=2)[CH2:14][CH2:13][C:12]([CH3:18])([CH:15]=[N:16]O)[CH2:11][CH2:10]1.